Binary Classification. Given a T-cell receptor sequence (or CDR3 region) and an epitope sequence, predict whether binding occurs between them. From a dataset of TCR-epitope binding with 47,182 pairs between 192 epitopes and 23,139 TCRs. (1) The epitope is LLWNGPMAV. Result: 1 (the TCR binds to the epitope). The TCR CDR3 sequence is CASSHWREESEQFF. (2) The epitope is IQYIDIGNY. The TCR CDR3 sequence is CASSQGPNQPQHF. Result: 1 (the TCR binds to the epitope). (3) Result: 0 (the TCR does not bind to the epitope). The TCR CDR3 sequence is CASSQNQDMGTEAFF. The epitope is IQYIDIGNY. (4) The epitope is KEIDRLNEV. The TCR CDR3 sequence is CASSYHILAGGQGDTQYF. Result: 0 (the TCR does not bind to the epitope).